Dataset: Forward reaction prediction with 1.9M reactions from USPTO patents (1976-2016). Task: Predict the product of the given reaction. (1) Given the reactants [CH3:1][O:2][C:3]1[CH:8]=[C:7]([N:9]2[CH2:14][CH2:13][O:12][CH2:11][CH2:10]2)[C:6]([N+:15]([O-])=O)=[CH:5][C:4]=1[NH:18][C:19]1[N:24]=[C:23]([N:25]2[CH:29]=[C:28]([CH:30]=O)[C:27]([CH3:32])=[N:26]2)[CH:22]=[CH:21][N:20]=1.[CH2:33]([NH:35][CH3:36])[CH3:34], predict the reaction product. The product is: [CH2:33]([N:35]([CH2:30][C:28]1[C:27]([CH3:32])=[N:26][N:25]([C:23]2[CH:22]=[CH:21][N:20]=[C:19]([NH:18][C:4]3[C:3]([O:2][CH3:1])=[CH:8][C:7]([N:9]4[CH2:10][CH2:11][O:12][CH2:13][CH2:14]4)=[C:6]([NH:15][C:3](=[O:2])[CH:4]=[CH2:5])[CH:5]=3)[N:24]=2)[CH:29]=1)[CH3:36])[CH3:34]. (2) Given the reactants [CH3:1][O:2][CH:3]1[CH2:8][CH2:7][CH:6]([C:9]([OH:11])=O)[CH2:5][CH2:4]1.Cl.CN(C)CCCN=C=N[CH2:21][CH3:22].[OH2:24].[OH:25]N1C2C=CC=CC=2N=N1.COC([CH2:39][N:40]1[C:53]2[C:48](=[CH:49][CH:50]=[CH:51][CH:52]=2)[C:42]2([CH2:47][CH2:46][NH:45][CH2:44][CH2:43]2)[C:41]1=[O:54])=O, predict the reaction product. The product is: [CH3:22][C:21]([O:25][CH2:39][N:40]1[C:53]2[C:48](=[CH:49][C:50]([C:9]([CH:6]3[CH2:5][CH2:4][CH:3]([O:2][CH3:1])[CH2:8][CH2:7]3)=[O:11])=[CH:51][CH:52]=2)[C:42]2([CH2:43][CH2:44][NH:45][CH2:46][CH2:47]2)[C:41]1=[O:54])=[O:24]. (3) Given the reactants [ClH:1].C(OC(=O)[NH:8][CH2:9][CH2:10][N:11]1[CH:15]=[C:14]([I:16])[N:13]=[C:12]1[CH3:17])(C)(C)C, predict the reaction product. The product is: [I:16][C:14]1[N:13]=[C:12]([CH3:17])[N:11]([CH2:10][CH2:9][NH2:8])[CH:15]=1.[ClH:1]. (4) Given the reactants [Br:1][C:2]1[N:7]=[C:6]([C:8]([C:10]2[C:11](Cl)=[N:12][C:13]([Cl:16])=[N:14][CH:15]=2)=O)[CH:5]=[CH:4][CH:3]=1.[NH2:18][NH2:19], predict the reaction product. The product is: [Br:1][C:2]1[N:7]=[C:6]([C:8]2[C:10]3[C:11](=[N:12][C:13]([Cl:16])=[N:14][CH:15]=3)[NH:19][N:18]=2)[CH:5]=[CH:4][CH:3]=1.